Dataset: Catalyst prediction with 721,799 reactions and 888 catalyst types from USPTO. Task: Predict which catalyst facilitates the given reaction. (1) Reactant: I[C:2]1[CH:7]=[CH:6][C:5]([CH2:8][C:9]([O:11][CH2:12][CH3:13])=[O:10])=[CH:4][CH:3]=1.[BH4-].[NH2:15][C:16]1[CH:21]=[CH:20][C:19]([S:22][S:22][C:19]2[CH:20]=[CH:21][C:16]([NH2:15])=[CH:17][CH:18]=2)=[CH:18][CH:17]=1. Product: [NH2:15][C:16]1[CH:21]=[CH:20][C:19]([S:22][C:2]2[CH:7]=[CH:6][C:5]([CH2:8][C:9]([O:11][CH2:12][CH3:13])=[O:10])=[CH:4][CH:3]=2)=[CH:18][CH:17]=1. The catalyst class is: 1. (2) Reactant: [C:1]1([CH:7]([NH2:14])[C:8]2[CH:13]=[CH:12][CH:11]=[CH:10][CH:9]=2)[CH:6]=[CH:5][CH:4]=[CH:3][CH:2]=1.Cl.C1(C(N)C2C=CC=CC=2)C=CC=CC=1.[CH:30]1[N:35]=[C:34](Cl)[C:33]2[N:37]=[CH:38][N:39]([C@@H:40]3[O:44][C@H:43]([CH2:45][OH:46])[C@@H:42]([OH:47])[C@H:41]3[OH:48])[C:32]=2[N:31]=1.C(N(CC)CC)C. Product: [C:1]1([CH:7]([C:8]2[CH:9]=[CH:10][CH:11]=[CH:12][CH:13]=2)[NH:14][C:34]2[C:33]3[N:37]=[CH:38][N:39]([C:32]=3[N:31]=[CH:30][N:35]=2)[C@@H:40]2[O:44][C@H:43]([CH2:45][OH:46])[C@@H:42]([OH:47])[C@H:41]2[OH:48])[CH:6]=[CH:5][CH:4]=[CH:3][CH:2]=1. The catalyst class is: 259.